Task: Predict the reaction yield, written as a fraction of the theoretical maximum amount of product (1.0 means a 100% yield; for example, 0.34 means a 34% yield).. Dataset: Reaction yield outcomes from USPTO patents with 853,638 reactions (1) The reactants are Cl[C:2]1[CH:7]=[C:6]([NH:8][CH2:9][CH3:10])[C:5]([N+:11]([O-:13])=[O:12])=[CH:4][N:3]=1.[CH:14]1(B(O)O)[CH2:16][CH2:15]1.[O-]P([O-])([O-])=O.[K+].[K+].[K+].N#N. The catalyst is C1C=CC([P]([Pd]([P](C2C=CC=CC=2)(C2C=CC=CC=2)C2C=CC=CC=2)([P](C2C=CC=CC=2)(C2C=CC=CC=2)C2C=CC=CC=2)[P](C2C=CC=CC=2)(C2C=CC=CC=2)C2C=CC=CC=2)(C2C=CC=CC=2)C2C=CC=CC=2)=CC=1.CCOC(C)=O.CCCCCC.O.C1(C)C=CC=CC=1.O. The product is [CH:14]1([C:2]2[CH:7]=[C:6]([NH:8][CH2:9][CH3:10])[C:5]([N+:11]([O-:13])=[O:12])=[CH:4][N:3]=2)[CH2:16][CH2:15]1. The yield is 0.450. (2) The catalyst is ClCCl. The product is [Br:1][CH2:2][C:3]1[CH:19]=[CH:18][C:6]([CH2:7][C:9]2[CH:14]=[CH:13][C:12]([N+:15]([O-:17])=[O:16])=[CH:11][CH:10]=2)=[CH:5][CH:4]=1. The yield is 0.560. The reactants are [Br:1][CH2:2][C:3]1[CH:19]=[CH:18][C:6]([C:7]([C:9]2[CH:14]=[CH:13][C:12]([N+:15]([O-:17])=[O:16])=[CH:11][CH:10]=2)=O)=[CH:5][CH:4]=1.FC(F)(F)S(O)(=O)=O.C([SiH](CC)CC)C.C(=O)(O)[O-].[Na+]. (3) The reactants are [CH3:1][O:2][C:3]([C:5]1[CH:10]=[CH:9][C:8]([C@@H:11]([NH:13][C:14]([C@H:16]2[CH2:25][C:24]3[C:19](=[CH:20][CH:21]=[CH:22][CH:23]=3)[CH2:18][N:17]2C(OC(C)(C)C)=O)=[O:15])[CH3:12])=[CH:7][CH:6]=1)=[O:4].O1CCOCC1.[ClH:39]. No catalyst specified. The product is [ClH:39].[CH2:18]1[C:19]2[C:24](=[CH:23][CH:22]=[CH:21][CH:20]=2)[CH2:25][C@H:16]([C:14]([NH:13][C@H:11]([C:8]2[CH:7]=[CH:6][C:5]([C:3]([O:2][CH3:1])=[O:4])=[CH:10][CH:9]=2)[CH3:12])=[O:15])[NH:17]1. The yield is 1.00. (4) The reactants are [CH:1]([C:3]1[O:4][C:5]2[CH:11]=[CH:10][C:9]([C:12]3[CH:19]=[CH:18][C:15]([C:16]#[N:17])=[CH:14][CH:13]=3)=[CH:8][C:6]=2[N:7]=1)=[CH2:2].[CH3:20][CH:21]1[CH2:25][CH2:24][CH2:23][NH:22]1. The catalyst is C(O)C. The product is [CH3:20][CH:21]1[CH2:25][CH2:24][CH2:23][N:22]1[CH2:2][CH2:1][C:3]1[O:4][C:5]2[CH:11]=[CH:10][C:9]([C:12]3[CH:19]=[CH:18][C:15]([C:16]#[N:17])=[CH:14][CH:13]=3)=[CH:8][C:6]=2[N:7]=1. The yield is 1.00. (5) The reactants are Cl[C:2]1[O:3][C:4]([N:9]2[CH2:14][CH2:13][O:12][CH2:11][CH2:10]2)=[CH:5][C:6](=[O:8])[CH:7]=1.[CH:15]1[C:28]2[S:27][C:26]3[C:21](=[CH:22][CH:23]=[CH:24][CH:25]=3)[O:20][C:19]=2[C:18](B(O)O)=[CH:17][CH:16]=1.C(=O)([O-])[O-].[K+].[K+].N#N. The catalyst is O1CCOCC1.C1C=CC([P]([Pd]([P](C2C=CC=CC=2)(C2C=CC=CC=2)C2C=CC=CC=2)([P](C2C=CC=CC=2)(C2C=CC=CC=2)C2C=CC=CC=2)[P](C2C=CC=CC=2)(C2C=CC=CC=2)C2C=CC=CC=2)(C2C=CC=CC=2)C2C=CC=CC=2)=CC=1. The product is [CH:15]1[C:28]2[S:27][C:26]3[C:21](=[CH:22][CH:23]=[CH:24][CH:25]=3)[O:20][C:19]=2[C:18]([C:2]2[O:3][C:4]([N:9]3[CH2:14][CH2:13][O:12][CH2:11][CH2:10]3)=[CH:5][C:6](=[O:8])[CH:7]=2)=[CH:17][CH:16]=1. The yield is 0.410. (6) The reactants are [F:1][C:2]1[CH:3]=[C:4]([CH:16]=[CH:17][CH:18]=1)[NH:5][CH2:6]N1C2C=CC=CC=2N=N1.[BH4-].[Na+].Cl.[OH-].[Na+]. The catalyst is O1CCCC1. The product is [F:1][C:2]1[CH:3]=[C:4]([CH:16]=[CH:17][CH:18]=1)[NH:5][CH3:6]. The yield is 0.970. (7) The product is [Cl:9][C:10]1[CH:11]=[C:12]([CH:16]([CH2:21][CH:22]2[CH2:26][CH2:25][CH2:24][CH2:23]2)[C:17]([OH:19])=[O:18])[CH:13]=[CH:14][CH:15]=1. The yield is 0.729. The reactants are C([N-]C(C)C)(C)C.[Li+].[Cl:9][C:10]1[CH:11]=[C:12]([CH2:16][C:17]([OH:19])=[O:18])[CH:13]=[CH:14][CH:15]=1.I[CH2:21][CH:22]1[CH2:26][CH2:25][CH2:24][CH2:23]1. The catalyst is O1CCCC1.CN1CCCN(C)C1=O.CN1CCCN(C)C1=O.